Dataset: Full USPTO retrosynthesis dataset with 1.9M reactions from patents (1976-2016). Task: Predict the reactants needed to synthesize the given product. (1) The reactants are: Cl.C([O:5][CH2:6][CH2:7][O:8][CH2:9][CH2:10][NH:11][C:12]1[C:21]2[C:16](=[CH:17][CH:18]=[CH:19][N:20]=2)[N:15]=[CH:14][C:13]=1[NH:22][C:23](=O)[CH2:24][CH2:25][CH3:26])(=O)C.[OH-].[Na+]. Given the product [CH2:24]([C:23]1[N:11]([CH2:10][CH2:9][O:8][CH2:7][CH2:6][OH:5])[C:12]2[C:21]3[N:20]=[CH:19][CH:18]=[CH:17][C:16]=3[N:15]=[CH:14][C:13]=2[N:22]=1)[CH2:25][CH3:26], predict the reactants needed to synthesize it. (2) Given the product [NH2:12][C:8]1[CH:9]=[CH:10][CH:11]=[C:4]([N+:1]([O-:3])=[O:2])[C:5]=1[C:6]#[N:7], predict the reactants needed to synthesize it. The reactants are: [N+:1]([C:4]1[CH:11]=[CH:10][CH:9]=[C:8]([N+:12]([O-])=O)[C:5]=1[C:6]#[N:7])([O-:3])=[O:2].